Dataset: Full USPTO retrosynthesis dataset with 1.9M reactions from patents (1976-2016). Task: Predict the reactants needed to synthesize the given product. (1) Given the product [Br:14][C:9]1[C:10](=[O:13])[NH:11][CH:12]=[C:7]([C:2]2[N:3]=[CH:4][CH:5]=[CH:6][N:1]=2)[CH:8]=1, predict the reactants needed to synthesize it. The reactants are: [N:1]1[CH:6]=[CH:5][CH:4]=[N:3][C:2]=1[C:7]1[CH:8]=[CH:9][C:10](=[O:13])[NH:11][CH:12]=1.[Br:14]N1C(=O)CCC1=O. (2) Given the product [CH3:1][O:2][C:3]1[N:4]=[CH:5][C:6]([C:9]2[CH:14]=[CH:13][CH:12]=[CH:11][C:10]=2[N:15]2[CH2:20][CH2:19][N:18]([C:31](=[O:32])[CH2:30][N:21]3[C:25]4=[N:26][CH:27]=[CH:28][CH:29]=[C:24]4[CH:23]=[CH:22]3)[CH2:17][CH2:16]2)=[CH:7][N:8]=1, predict the reactants needed to synthesize it. The reactants are: [CH3:1][O:2][C:3]1[N:8]=[CH:7][C:6]([C:9]2[CH:14]=[CH:13][CH:12]=[CH:11][C:10]=2[N:15]2[CH2:20][CH2:19][NH:18][CH2:17][CH2:16]2)=[CH:5][N:4]=1.[N:21]1([CH2:30][C:31](O)=[O:32])[C:25]2=[N:26][CH:27]=[CH:28][CH:29]=[C:24]2[CH:23]=[CH:22]1.CN(C(ON1N=NC2C=CC=CC1=2)=[N+](C)C)C.[B-](F)(F)(F)F.CCN(C(C)C)C(C)C.